This data is from Forward reaction prediction with 1.9M reactions from USPTO patents (1976-2016). The task is: Predict the product of the given reaction. (1) Given the reactants [CH3:1][O:2][CH2:3][CH2:4][N:5]1[C:13]2[C:8](=[CH:9][CH:10]=[CH:11][CH:12]=2)[C:7]([CH:14]2[CH2:19][CH2:18][NH:17][CH2:16][CH2:15]2)=[CH:6]1.C(N(CC)CC)C.[CH2:27]([O:29][C:30](=[O:41])[C:31]1[CH:36]=[C:35]([CH2:37]Br)[CH:34]=[CH:33][C:32]=1[O:39][CH3:40])[CH3:28], predict the reaction product. The product is: [CH2:27]([O:29][C:30](=[O:41])[C:31]1[CH:36]=[C:35]([CH2:37][N:17]2[CH2:18][CH2:19][CH:14]([C:7]3[C:8]4[C:13](=[CH:12][CH:11]=[CH:10][CH:9]=4)[N:5]([CH2:4][CH2:3][O:2][CH3:1])[CH:6]=3)[CH2:15][CH2:16]2)[CH:34]=[CH:33][C:32]=1[O:39][CH3:40])[CH3:28]. (2) Given the reactants [CH:1]1([CH2:4][C:5]([NH:7][NH:8][C:9]2[C:14]([O:15][CH3:16])=[C:13]([N:17]3[CH2:22][CH2:21][CH:20]([C:23]4[CH:28]=[CH:27][C:26]([F:29])=[CH:25][CH:24]=4)[CH2:19][CH2:18]3)[N:12]=[CH:11][N:10]=2)=O)[CH2:3][CH2:2]1.P(Cl)(Cl)(Cl)=O, predict the reaction product. The product is: [CH:1]1([CH2:4][C:5]2[N:10]3[CH:11]=[N:12][C:13]([N:17]4[CH2:18][CH2:19][CH:20]([C:23]5[CH:28]=[CH:27][C:26]([F:29])=[CH:25][CH:24]=5)[CH2:21][CH2:22]4)=[C:14]([O:15][CH3:16])[C:9]3=[N:8][N:7]=2)[CH2:3][CH2:2]1. (3) Given the reactants Cl[C:2]1[NH:3][C:4](=[O:12])[C:5]2[C:10]([CH:11]=1)=[CH:9][CH:8]=[CH:7][CH:6]=2.[CH3:13][N:14]1[CH2:20][CH2:19][CH2:18][NH:17][CH2:16][CH2:15]1, predict the reaction product. The product is: [CH3:13][N:14]1[CH2:20][CH2:19][CH2:18][N:17]([C:2]2[NH:3][C:4](=[O:12])[C:5]3[C:10]([CH:11]=2)=[CH:9][CH:8]=[CH:7][CH:6]=3)[CH2:16][CH2:15]1. (4) Given the reactants [CH2:1]([O:6][C:7]([NH:9][C@H:10]([C:15]([OH:17])=[O:16])[CH2:11][CH2:12][CH2:13][CH3:14])=[O:8])[CH2:2][CH2:3][CH:4]=[CH2:5].[CH2:18](O)CCCC=C, predict the reaction product. The product is: [CH2:1]([O:6][C:7]([NH:9][C@H:10]([C:15]([OH:17])=[O:16])[CH2:11][CH2:12][CH2:13][CH3:14])=[O:8])[CH2:2][CH2:3][CH2:4][CH:5]=[CH2:18]. (5) Given the reactants [CH3:1][O:2][C:3]1[CH:4]=[C:5]([C:11](=[O:13])[CH3:12])[CH:6]=[CH:7][C:8]=1[O:9][CH3:10].[H-].[Na+].[F:16][C:17]([F:23])([F:22])[C:18](OC)=[O:19].Cl, predict the reaction product. The product is: [CH3:1][O:2][C:3]1[CH:4]=[C:5]([C:11](=[O:13])[CH2:12][C:18](=[O:19])[C:17]([F:23])([F:22])[F:16])[CH:6]=[CH:7][C:8]=1[O:9][CH3:10]. (6) Given the reactants [NH2:1][CH2:2][C@@H:3]1[O:7][C:6](=[O:8])[N:5]([C:9]2[CH:22]=[CH:21][C:12]3[C:13]4[O:14][N:15]=[CH:16][C:17]=4[CH2:18][CH2:19][CH2:20][C:11]=3[CH:10]=2)[CH2:4]1.C(N(CC)CC)C.[C:30](Cl)(=[O:34])[CH:31]([CH3:33])[CH3:32], predict the reaction product. The product is: [O:14]1[C:13]2[C:12]3[CH:21]=[CH:22][C:9]([N:5]4[CH2:4][C@H:3]([CH2:2][NH:1][C:30](=[O:34])[CH:31]([CH3:33])[CH3:32])[O:7][C:6]4=[O:8])=[CH:10][C:11]=3[CH2:20][CH2:19][CH2:18][C:17]=2[CH:16]=[N:15]1. (7) Given the reactants [CH2:1]([O:3][C:4]([C:6]1[N:7]([C:27]2[CH:32]=[CH:31][C:30]([O:33][CH:34]([CH3:36])[CH3:35])=[CH:29][CH:28]=2)[C:8]2[C:13]([C:14]=1Br)=[CH:12][C:11]([O:16][C:17]1[CH:22]=[CH:21][C:20]([C:23]([F:26])([F:25])[F:24])=[CH:19][CH:18]=1)=[CH:10][CH:9]=2)=[O:5])[CH3:2].[CH3:37][S:38]([NH2:41])(=[O:40])=[O:39].C([O-])([O-])=O.[Cs+].[Cs+].CC1(C)C2C(=C(P(C3C=CC=CC=3)C3C=CC=CC=3)C=CC=2)OC2C(P(C3C=CC=CC=3)C3C=CC=CC=3)=CC=CC1=2, predict the reaction product. The product is: [CH2:1]([O:3][C:4]([C:6]1[N:7]([C:27]2[CH:32]=[CH:31][C:30]([O:33][CH:34]([CH3:36])[CH3:35])=[CH:29][CH:28]=2)[C:8]2[C:13]([C:14]=1[NH:41][S:38]([CH3:37])(=[O:40])=[O:39])=[CH:12][C:11]([O:16][C:17]1[CH:22]=[CH:21][C:20]([C:23]([F:26])([F:25])[F:24])=[CH:19][CH:18]=1)=[CH:10][CH:9]=2)=[O:5])[CH3:2]. (8) Given the reactants [C:1]([O:5][C:6](=[O:23])[C@@H:7]([NH:13][C@@H](C1C=CC=CC=1)CO)[C@@H:8]([OH:12])[CH:9]([CH3:11])[CH3:10])([CH3:4])([CH3:3])[CH3:2], predict the reaction product. The product is: [C:1]([O:5][C:6](=[O:23])[C@@H:7]([NH2:13])[C@@H:8]([OH:12])[CH:9]([CH3:10])[CH3:11])([CH3:2])([CH3:4])[CH3:3].